This data is from Full USPTO retrosynthesis dataset with 1.9M reactions from patents (1976-2016). The task is: Predict the reactants needed to synthesize the given product. (1) Given the product [C:1]([O:5][C:6](=[O:22])[NH:7][C:8]1[CH:13]=[CH:12][C:11]([C:14]2[CH:15]=[CH:16][C:17]([F:20])=[CH:18][CH:19]=2)=[CH:10][C:9]=1[NH:21][C:28](=[O:27])[CH2:29][C:30]([C:32]1[N:33]=[C:34]([N:37]2[CH:41]=[C:40]([CH3:42])[N:39]=[CH:38]2)[S:35][CH:36]=1)=[O:31])([CH3:4])([CH3:2])[CH3:3], predict the reactants needed to synthesize it. The reactants are: [C:1]([O:5][C:6](=[O:22])[NH:7][C:8]1[CH:13]=[CH:12][C:11]([C:14]2[CH:19]=[CH:18][C:17]([F:20])=[CH:16][CH:15]=2)=[CH:10][C:9]=1[NH2:21])([CH3:4])([CH3:3])[CH3:2].C([O:27][C:28](=O)[CH2:29][C:30]([C:32]1[N:33]=[C:34]([N:37]2[CH:41]=[C:40]([CH3:42])[N:39]=[CH:38]2)[S:35][CH:36]=1)=[O:31])(C)(C)C. (2) Given the product [N:7]([CH2:2][C@@H:3]([O:6][Si:18]([CH2:14][CH3:15])([CH2:19][CH3:20])[CH2:16][CH3:17])[CH2:4][O:5][Si:18]([CH2:21][CH3:22])([CH2:19][CH3:20])[CH2:16][CH3:17])=[N+:8]=[N-:9], predict the reactants needed to synthesize it. The reactants are: Cl[CH2:2][C@@H:3]([OH:6])[CH2:4][OH:5].[N-:7]=[N+:8]=[N-:9].[Na+].N1[CH:15]=[CH:14]N=C1.[CH2:16]([Si:18](Cl)([CH2:21][CH3:22])[CH2:19][CH3:20])[CH3:17]. (3) Given the product [F:1][C:2]1[CH:3]=[C:4]([C:8]2[C:12]([C:13]([N:40]3[CH2:39][CH2:38][N:37]([C:33]4[CH:34]=[CH:35][CH:36]=[C:31]([O:30][CH3:29])[CH:32]=4)[CH2:42][CH2:41]3)=[O:15])=[C:11]([CH3:16])[O:10][N:9]=2)[CH:5]=[CH:6][CH:7]=1, predict the reactants needed to synthesize it. The reactants are: [F:1][C:2]1[CH:3]=[C:4]([C:8]2[C:12]([C:13]([OH:15])=O)=[C:11]([CH3:16])[O:10][N:9]=2)[CH:5]=[CH:6][CH:7]=1.Cl.C(N=C=NCCCN(C)C)C.[CH3:29][O:30][C:31]1[CH:32]=[C:33]([N:37]2[CH2:42][CH2:41][NH:40][CH2:39][CH2:38]2)[CH:34]=[CH:35][CH:36]=1. (4) Given the product [NH2:11][C:5]1[C:4]([C:2]#[N:3])=[N:9][C:8]([I:10])=[CH:7][N:6]=1, predict the reactants needed to synthesize it. The reactants are: Cl.[C:2]([C:4]1[C:5]([N:11]=CN(C)C)=[N:6][CH:7]=[C:8]([I:10])[N:9]=1)#[N:3]. (5) Given the product [OH:33][C:18]1[CH:19]=[CH:20][C:21]([C:28]2[N:27]=[CH:26][C:25]([NH:24][C:23]([C:21]3[CH:22]=[C:17]([C:13]4[CH:14]=[CH:15][CH:16]=[C:11]([O:4][CH3:1])[CH:12]=4)[C:18]([O:33][CH3:34])=[CH:19][CH:20]=3)=[O:32])=[CH:30][CH:29]=2)=[CH:22][CH:17]=1, predict the reactants needed to synthesize it. The reactants are: [C:1](=[O:4])([O-])[O-].[K+].[K+].C(O[C:11]1[CH:12]=[C:13]([C:17]2[CH:22]=[C:21]([C:23](=[O:32])[NH:24][C:25]3[CH:26]=[N:27][C:28](Br)=[CH:29][CH:30]=3)[CH:20]=[CH:19][C:18]=2[O:33][CH3:34])[CH:14]=[CH:15][CH:16]=1)(=O)C. (6) Given the product [CH2:9]([O:8][C:6]1[N:7]=[C:2]([N:19]2[CH2:18][CH2:17][N:16]([C:22]([O:24][C:25]([CH3:28])([CH3:27])[CH3:26])=[O:23])[CH2:21][CH2:20]2)[CH:3]=[CH:4][C:5]=1[N+:13]([O-:15])=[O:14])[CH3:10], predict the reactants needed to synthesize it. The reactants are: Cl[C:2]1[N:7]=[C:6]([O:8][CH2:9][CH2:10]OC)[C:5]([N+:13]([O-:15])=[O:14])=[CH:4][CH:3]=1.[N:16]1([C:22]([O:24][C:25]([CH3:28])([CH3:27])[CH3:26])=[O:23])[CH2:21][CH2:20][NH:19][CH2:18][CH2:17]1.C(N1CCNCC1)(=O)C. (7) Given the product [CH2:25]([C@H:24]([NH:23][C:4]1[N:3]=[C:2]([Cl:1])[N:10]=[C:9]2[C:5]=1[N:6]=[CH:7][N:8]2[C@@H:11]1[CH2:15][C@H:14]([NH:16][C:17](=[O:20])[CH2:18][OH:78])[C@@H:13]([OH:21])[C@H:12]1[OH:22])[CH2:54][OH:57])[C:32]1[CH:37]=[CH:36][CH:35]=[CH:34][CH:33]=1, predict the reactants needed to synthesize it. The reactants are: [Cl:1][C:2]1[N:10]=[C:9]2[C:5]([N:6]=[CH:7][N:8]2[C@@H:11]2[CH2:15][C@H:14]([NH:16][C:17](=[O:20])[CH2:18]C)[C@@H:13]([OH:21])[C@H:12]2[OH:22])=[C:4]([NH:23][CH2:24][CH:25]([C:32]2[CH:37]=[CH:36][CH:35]=[CH:34][CH:33]=2)C2C=CC=CC=2)[N:3]=1.ClC1N=C2C(N=CN2[C@@H]2C[C@H](N[C:54](=[O:57])CC)[C@@H](O)[C@H]2O)=C(Cl)N=1.ClC1N=C2C(N=CN2[C@@H]2C[C@H](NC(COC(=O)C)=[O:78])[C@@H](O)[C@H]2O)=C(Cl)N=1.C1(C(C2C=CC=CC=2)CN)C=CC=CC=1.